This data is from NCI-60 drug combinations with 297,098 pairs across 59 cell lines. The task is: Regression. Given two drug SMILES strings and cell line genomic features, predict the synergy score measuring deviation from expected non-interaction effect. (1) Drug 1: CCCS(=O)(=O)NC1=C(C(=C(C=C1)F)C(=O)C2=CNC3=C2C=C(C=N3)C4=CC=C(C=C4)Cl)F. Drug 2: CCC1=CC2CC(C3=C(CN(C2)C1)C4=CC=CC=C4N3)(C5=C(C=C6C(=C5)C78CCN9C7C(C=CC9)(C(C(C8N6C)(C(=O)OC)O)OC(=O)C)CC)OC)C(=O)OC.C(C(C(=O)O)O)(C(=O)O)O. Cell line: NCI/ADR-RES. Synergy scores: CSS=0.245, Synergy_ZIP=-0.0952, Synergy_Bliss=1.13, Synergy_Loewe=0.205, Synergy_HSA=0.178. (2) Drug 1: COCCOC1=C(C=C2C(=C1)C(=NC=N2)NC3=CC=CC(=C3)C#C)OCCOC.Cl. Drug 2: CC1C(C(CC(O1)OC2CC(CC3=C2C(=C4C(=C3O)C(=O)C5=CC=CC=C5C4=O)O)(C(=O)C)O)N)O. Cell line: HCT-15. Synergy scores: CSS=52.6, Synergy_ZIP=-3.27, Synergy_Bliss=0.0135, Synergy_Loewe=2.29, Synergy_HSA=4.20. (3) Drug 1: CC1=CC=C(C=C1)C2=CC(=NN2C3=CC=C(C=C3)S(=O)(=O)N)C(F)(F)F. Drug 2: CC1=C(C(=O)C2=C(C1=O)N3CC4C(C3(C2COC(=O)N)OC)N4)N. Cell line: MOLT-4. Synergy scores: CSS=34.3, Synergy_ZIP=3.30, Synergy_Bliss=4.77, Synergy_Loewe=-47.0, Synergy_HSA=1.78. (4) Drug 1: CC1=CC=C(C=C1)C2=CC(=NN2C3=CC=C(C=C3)S(=O)(=O)N)C(F)(F)F. Drug 2: C1=NC2=C(N=C(N=C2N1C3C(C(C(O3)CO)O)O)F)N. Cell line: CAKI-1. Synergy scores: CSS=31.4, Synergy_ZIP=-3.89, Synergy_Bliss=2.28, Synergy_Loewe=-12.3, Synergy_HSA=0.740. (5) Cell line: M14. Drug 2: CC1=C(C(=O)C2=C(C1=O)N3CC4C(C3(C2COC(=O)N)OC)N4)N. Drug 1: CN1C2=C(C=C(C=C2)N(CCCl)CCCl)N=C1CCCC(=O)O.Cl. Synergy scores: CSS=41.1, Synergy_ZIP=-0.816, Synergy_Bliss=-2.36, Synergy_Loewe=-46.3, Synergy_HSA=-2.68.